The task is: Predict the product of the given reaction.. This data is from Forward reaction prediction with 1.9M reactions from USPTO patents (1976-2016). (1) Given the reactants [Cl:1][C:2]1[CH:14]=[CH:13][CH:12]=[CH:11][C:3]=1[CH2:4][C:5]1[S:9][C:8]([NH2:10])=[N:7][CH:6]=1.[CH3:15][O:16][C:17]1[CH:22]=[CH:21][C:20]([C:23]2([C:28](O)=[O:29])[CH2:27][CH2:26][CH2:25][CH2:24]2)=[CH:19][CH:18]=1.C(N(CC)CC)C.F[P-](F)(F)(F)(F)F.N1(OC(N(C)C)=[N+](C)C)C2N=CC=CC=2N=N1, predict the reaction product. The product is: [Cl:1][C:2]1[CH:14]=[CH:13][CH:12]=[CH:11][C:3]=1[CH2:4][C:5]1[S:9][C:8]([NH:10][C:28]([C:23]2([C:20]3[CH:19]=[CH:18][C:17]([O:16][CH3:15])=[CH:22][CH:21]=3)[CH2:24][CH2:25][CH2:26][CH2:27]2)=[O:29])=[N:7][CH:6]=1. (2) Given the reactants [NH2:1][C@H:2]([C:11]([OH:13])=[O:12])[CH2:3][C:4]1[CH:9]=[CH:8][C:7](O)=[CH:6][CH:5]=1.O=C[C@@H]([C@H]([C@@H]([C@@H](CO)O)O)O)O.[NH4+].[Cl-].C1C([C@@H](O)[C@H](NC(C(Cl)Cl)=O)CO)=CC=C([N+]([O-])=O)C=1.C1[C@H](N)[C@@H](O[C@H]2O[C@H](CN)[C@@H](O)[C@H](O)[C@H]2O)[C@H](O)[C@@H](O[C@H]2O[C@H](CO)[C@@H](O)[C@H](N)[C@H]2O)[C@@H]1N, predict the reaction product. The product is: [NH2:1][C@H:2]([C:11]([OH:13])=[O:12])[CH2:3][C:4]1[CH:9]=[CH:8][CH:7]=[CH:6][CH:5]=1. (3) Given the reactants [CH3:1][C:2]1([CH3:14])[C:6]([CH3:8])([CH3:7])[O:5][B:4]([C:9]2[CH:10]=[N:11][NH:12][CH:13]=2)[O:3]1.Br[CH2:16][CH:17]1[CH2:21][CH2:20][N:19]([C:22]([O:24][C:25]([CH3:28])([CH3:27])[CH3:26])=[O:23])[CH2:18]1.C(=O)([O-])[O-].[Cs+].[Cs+].CN(C)C=O, predict the reaction product. The product is: [CH3:1][C:2]1([CH3:14])[C:6]([CH3:7])([CH3:8])[O:5][B:4]([C:9]2[CH:13]=[N:12][N:11]([CH2:16][CH:17]3[CH2:21][CH2:20][N:19]([C:22]([O:24][C:25]([CH3:26])([CH3:28])[CH3:27])=[O:23])[CH2:18]3)[CH:10]=2)[O:3]1. (4) Given the reactants [CH2:1]([O:3][C:4]([C:6]1[C:7]([OH:25])=[C:8]2[C:14]([Br:15])=[C:13]([Br:16])[N:12]([CH2:17][C:18]3[CH:23]=[CH:22][C:21]([F:24])=[CH:20][CH:19]=3)[C:9]2=[CH:10][N:11]=1)=[O:5])[CH3:2].[C:26](OC(=O)C)(=[O:28])[CH3:27], predict the reaction product. The product is: [CH2:1]([O:3][C:4]([C:6]1[C:7]([O:25][C:26](=[O:28])[CH3:27])=[C:8]2[C:14]([Br:15])=[C:13]([Br:16])[N:12]([CH2:17][C:18]3[CH:23]=[CH:22][C:21]([F:24])=[CH:20][CH:19]=3)[C:9]2=[CH:10][N:11]=1)=[O:5])[CH3:2].